This data is from Forward reaction prediction with 1.9M reactions from USPTO patents (1976-2016). The task is: Predict the product of the given reaction. (1) Given the reactants [Cl-].C(OC([P+:11]([C:24]1[CH:29]=[CH:28][CH:27]=[CH:26][CH:25]=1)([C:18]1[CH:23]=[CH:22][CH:21]=[CH:20][CH:19]=1)[C:12]1[CH:17]=[CH:16][CH:15]=[CH:14][CH:13]=1)C(OCC)=O)C.C([O:37]C1C=CC(C=O)=CC=1)C1C=CC=CC=1.CN(C)C(=N)N(C)C, predict the reaction product. The product is: [CH:27]1[CH:28]=[CH:29][C:24]([P:11]([C:18]2[CH:19]=[CH:20][CH:21]=[CH:22][CH:23]=2)([C:12]2[CH:17]=[CH:16][CH:15]=[CH:14][CH:13]=2)=[O:37])=[CH:25][CH:26]=1. (2) Given the reactants C1(O[C:8](=[O:27])[NH:9][C:10]2[S:11][C:12]3[C:13]([N:21]4[CH2:26][CH2:25][O:24][CH2:23][CH2:22]4)=[N:14][CH:15]=[C:16]([O:19][CH3:20])[C:17]=3[N:18]=2)C=CC=CC=1.[CH3:28][NH:29][C@H:30]1[CH2:35][CH2:34][C@H:33]([OH:36])[CH2:32][CH2:31]1, predict the reaction product. The product is: [OH:36][C@H:33]1[CH2:34][CH2:35][C@H:30]([N:29]([CH3:28])[C:8]([NH:9][C:10]2[S:11][C:12]3[C:13]([N:21]4[CH2:26][CH2:25][O:24][CH2:23][CH2:22]4)=[N:14][CH:15]=[C:16]([O:19][CH3:20])[C:17]=3[N:18]=2)=[O:27])[CH2:31][CH2:32]1.